This data is from Full USPTO retrosynthesis dataset with 1.9M reactions from patents (1976-2016). The task is: Predict the reactants needed to synthesize the given product. (1) Given the product [N:1]1[CH:6]=[CH:5][CH:4]=[C:3]([C:7]2[S:11][C:10]([CH2:12][OH:13])=[CH:9][CH:8]=2)[CH:2]=1, predict the reactants needed to synthesize it. The reactants are: [N:1]1[CH:6]=[CH:5][CH:4]=[C:3]([C:7]2[S:11][C:10]([CH:12]=[O:13])=[CH:9][CH:8]=2)[CH:2]=1.[BH4-].[Na+].C(=O)(O)[O-].[Na+]. (2) Given the product [F:1][C:2]1[CH:3]=[C:4]2[C:9](=[CH:10][CH:11]=1)[N:8]=[C:7]([O:12][CH3:13])[C:6]([NH:14][C:15]([N:31]1[CH2:30][CH2:29][N:28]([C:25]3[CH:24]=[CH:23][C:22]([O:21][CH3:20])=[CH:27][CH:26]=3)[CH2:33][CH2:32]1)=[O:19])=[N:5]2, predict the reactants needed to synthesize it. The reactants are: [F:1][C:2]1[CH:3]=[C:4]2[C:9](=[CH:10][CH:11]=1)[N:8]=[C:7]([O:12][CH3:13])[C:6]([NH:14][C:15](=[O:19])OCC)=[N:5]2.[CH3:20][O:21][C:22]1[CH:27]=[CH:26][C:25]([N:28]2[CH2:33][CH2:32][NH:31][CH2:30][CH2:29]2)=[CH:24][CH:23]=1.